This data is from Peptide-MHC class I binding affinity with 185,985 pairs from IEDB/IMGT. The task is: Regression. Given a peptide amino acid sequence and an MHC pseudo amino acid sequence, predict their binding affinity value. This is MHC class I binding data. (1) The peptide sequence is KFRPGSLIYY. The MHC is HLA-A11:01 with pseudo-sequence HLA-A11:01. The binding affinity (normalized) is 0.0278. (2) The peptide sequence is KLWTSISCA. The MHC is HLA-B57:01 with pseudo-sequence HLA-B57:01. The binding affinity (normalized) is 0.0847. (3) The peptide sequence is ISDPLTSGL. The MHC is HLA-B35:01 with pseudo-sequence HLA-B35:01. The binding affinity (normalized) is 0.0847. (4) The peptide sequence is KRFLNGAKY. The MHC is HLA-B35:01 with pseudo-sequence HLA-B35:01. The binding affinity (normalized) is 0.0847. (5) The peptide sequence is AVEVGSIRCV. The MHC is HLA-A02:03 with pseudo-sequence HLA-A02:03. The binding affinity (normalized) is 0.247. (6) The peptide sequence is EVEHRTRVR. The MHC is HLA-A02:06 with pseudo-sequence HLA-A02:06. The binding affinity (normalized) is 0.0847. (7) The binding affinity (normalized) is 0.213. The peptide sequence is VQTAAAVVF. The MHC is HLA-A26:01 with pseudo-sequence HLA-A26:01. (8) The peptide sequence is NTVATLYCV. The MHC is HLA-A02:01 with pseudo-sequence HLA-A02:01. The binding affinity (normalized) is 0.504. (9) The peptide sequence is WRRDNRRGLR. The MHC is HLA-B27:05 with pseudo-sequence HLA-B27:05. The binding affinity (normalized) is 0.572. (10) The peptide sequence is KYRLKHIVW. The MHC is HLA-A02:03 with pseudo-sequence HLA-A02:03. The binding affinity (normalized) is 0.